Dataset: hERG potassium channel inhibition data for cardiac toxicity prediction from Karim et al.. Task: Regression/Classification. Given a drug SMILES string, predict its toxicity properties. Task type varies by dataset: regression for continuous values (e.g., LD50, hERG inhibition percentage) or binary classification for toxic/non-toxic outcomes (e.g., AMES mutagenicity, cardiotoxicity, hepatotoxicity). Dataset: herg_karim. (1) The molecule is Cc1cc(Cn2cc(CN(C(=O)C3CNCCC3(O)c3ccc(F)c(F)c3)C3CC3)c3c(F)cccc32)no1. The result is 1 (blocker). (2) The compound is CCCCCC(Cc1ccc(C(=O)NCCC(=O)O)cc1)C(=O)c1cc2cc(Cl)ccc2n1-c1cccc(C(F)(F)F)c1. The result is 1 (blocker). (3) The compound is CCNS(=O)(=O)c1cc(C(=O)N2CCC(CCN3C4CCC3CC(n3c(C)nc5ccccc53)C4)(c3cccc(F)c3)CC2)c(Cl)cc1F. The result is 0 (non-blocker). (4) The drug is COCCCc1cc(CN(C(=O)[C@H]2CNCC[C@@H]2c2ccc(OCCOc3c(Cl)cc(C)cc3Cl)cc2)C2CC2)cc(OCCOC)c1. The result is 1 (blocker). (5) The molecule is COC(=O)C1=CC[C@@H]2CC[C@H]1N2C. The result is 0 (non-blocker). (6) The drug is CC1(c2cc(NC(=O)n3ccc4cc(Oc5ncnc6c5CCNC6)ccc43)n[nH]2)CC1. The result is 0 (non-blocker).